Task: Predict the reactants needed to synthesize the given product.. Dataset: Full USPTO retrosynthesis dataset with 1.9M reactions from patents (1976-2016) The reactants are: [N+:1]([C:4]1[CH:9]=[CH:8][C:7](=[S:10])[NH:6][C:5]=1[C:11]#[N:12])([O-:3])=[O:2].[F:13][C:14]1[CH:15]=[C:16]([CH:26]=[C:27]([F:29])[CH:28]=1)[CH2:17]C(Br)C1C=CC=CC=1.C([O-])([O-])=O.[K+].[K+]. Given the product [F:13][C:14]1[CH:15]=[C:16]([CH:26]=[C:27]([F:29])[CH:28]=1)[CH2:17][S:10][C:7]1[N:6]=[C:5]([C:11]#[N:12])[C:4]([N+:1]([O-:3])=[O:2])=[CH:9][CH:8]=1, predict the reactants needed to synthesize it.